From a dataset of Forward reaction prediction with 1.9M reactions from USPTO patents (1976-2016). Predict the product of the given reaction. (1) The product is: [CH3:26][O:24][C:22](=[O:23])[C@@H:2]1[CH2:6][CH:5]([CH2:7][C:8]2[CH:9]=[CH:10][CH:11]=[CH:12][CH:13]=2)[C:4](=[O:14])[NH:3]1. Given the reactants C[C:2]1([C:22]([O-:24])=[O:23])[CH2:6][CH:5]([CH2:7][C:8]2[CH:13]=[CH:12][CH:11]=[CH:10][CH:9]=2)[C:4](=[O:14])[N:3]1C(OC(C)(C)C)=O.O1CCOC[CH2:26]1, predict the reaction product. (2) Given the reactants C([O:5][C:6]([CH2:8][NH:9][C:10]([CH2:12][O:13][C:14]1[CH:15]=[C:16]([CH:19]=[CH:20][CH:21]=1)[CH:17]=[O:18])=[O:11])=[O:7])(C)(C)C.FC(F)(F)C(O)=O, predict the reaction product. The product is: [C:6]([CH2:8][NH:9][C:10]([CH2:12][O:13][C:14]1[CH:15]=[C:16]([CH:19]=[CH:20][CH:21]=1)[CH:17]=[O:18])=[O:11])([OH:7])=[O:5].